From a dataset of Catalyst prediction with 721,799 reactions and 888 catalyst types from USPTO. Predict which catalyst facilitates the given reaction. (1) Reactant: [H-].[Na+].O1[C:7]2([CH2:12][CH2:11][CH:10]([OH:13])[CH2:9][CH2:8]2)[O:6][CH2:5][CH2:4]1.C(Br)[C:15]1[CH:20]=[CH:19]C=[CH:17][CH:16]=1.Cl.[OH-].[Na+]. Product: [CH2:5]([O:6][CH:7]1[CH2:8][CH2:9][C:10](=[O:13])[CH2:11][CH2:12]1)[C:4]1[CH:19]=[CH:20][CH:15]=[CH:16][CH:17]=1. The catalyst class is: 1. (2) Reactant: C([NH:4][C@@H:5]1[C@@H:11]([OH:12])[C@H:10]([OH:13])[C@@H:9]([CH2:14][OH:15])[O:8][CH:6]1[OH:7])(=O)C. Product: [OH:7][CH:6]1[O:8][C@H:9]([CH2:14][OH:15])[C@@H:10]([OH:13])[C@H:11]([OH:12])[C@H:5]1[NH2:4]. The catalyst class is: 15. (3) Reactant: [Br:1][C:2]1[CH:3]=[C:4]([CH:27]=[CH:28][CH:29]=1)[CH2:5][N:6]1[C:14]2[C:13](=[O:15])[NH:12][C:11](=[O:16])[N:10]([CH3:17])[C:9]=2[N:8]=[C:7]1[S:18][CH:19]([CH2:25][CH3:26])[C:20]([O:22][CH2:23][CH3:24])=[O:21].C(=O)([O-])[O-].[K+].[K+].Br[CH2:37][CH2:38][O:39][CH3:40].O. Product: [Br:1][C:2]1[CH:3]=[C:4]([CH:27]=[CH:28][CH:29]=1)[CH2:5][N:6]1[C:14]2[C:13](=[O:15])[N:12]([CH2:37][CH2:38][O:39][CH3:40])[C:11](=[O:16])[N:10]([CH3:17])[C:9]=2[N:8]=[C:7]1[S:18][CH:19]([CH2:25][CH3:26])[C:20]([O:22][CH2:23][CH3:24])=[O:21]. The catalyst class is: 3. (4) Reactant: [CH2:1]([O:8][CH2:9][C:10]([OH:12])=O)[C:2]1[CH:7]=[CH:6][CH:5]=[CH:4][CH:3]=1.C(Cl)(=O)C([Cl:16])=O.CN(C=O)C. Product: [CH2:1]([O:8][CH2:9][C:10]([Cl:16])=[O:12])[C:2]1[CH:7]=[CH:6][CH:5]=[CH:4][CH:3]=1. The catalyst class is: 2. (5) Reactant: [C:1]([O:5][C:6]([NH:8][C:9]1[CH:14]=[CH:13][C:12]([CH2:15][CH2:16][O:17][C:18]2[CH:23]=[CH:22][C:21]([CH2:24][CH:25]([O:29][CH2:30][CH3:31])[C:26](O)=[O:27])=[CH:20][CH:19]=2)=[CH:11][CH:10]=1)=[O:7])([CH3:4])([CH3:3])[CH3:2].F[P-](F)(F)(F)(F)F.[N:39]1(O[P+](N2CCCC2)(N2CCCC2)N2CCCC2)C2C=CC=CC=2N=N1.ClCCl.CO. Product: [C:26]([CH:25]([O:29][CH2:30][CH3:31])[CH2:24][C:21]1[CH:22]=[CH:23][C:18]([O:17][CH2:16][CH2:15][C:12]2[CH:13]=[CH:14][C:9]([NH:8][C:6]([O:5][C:1]([CH3:4])([CH3:3])[CH3:2])=[O:7])=[CH:10][CH:11]=2)=[CH:19][CH:20]=1)(=[O:27])[NH2:39]. The catalyst class is: 3. (6) Reactant: C(OC([NH:11][CH2:12][CH2:13][C:14]1[CH:19]=[CH:18][CH:17]=[CH:16][C:15]=1[C:20]1[CH:25]=[CH:24][C:23]([C@@H:26]2[C@@:31]([OH:46])([C:32]3[CH:37]=[CH:36][C:35]([CH2:38][O:39][CH2:40][C@@H:41]([CH3:45])[CH2:42][O:43][CH3:44])=[CH:34][CH:33]=3)[CH2:30][CH2:29][N:28]([C:47]([O:49][C:50]([CH3:53])([CH3:52])[CH3:51])=[O:48])[CH2:27]2)=[C:22]([CH3:54])[CH:21]=1)=O)C1C=CC=CC=1. Product: [NH2:11][CH2:12][CH2:13][C:14]1[CH:19]=[CH:18][CH:17]=[CH:16][C:15]=1[C:20]1[CH:25]=[CH:24][C:23]([C@@H:26]2[C@@:31]([OH:46])([C:32]3[CH:33]=[CH:34][C:35]([CH2:38][O:39][CH2:40][C@@H:41]([CH3:45])[CH2:42][O:43][CH3:44])=[CH:36][CH:37]=3)[CH2:30][CH2:29][N:28]([C:47]([O:49][C:50]([CH3:53])([CH3:52])[CH3:51])=[O:48])[CH2:27]2)=[C:22]([CH3:54])[CH:21]=1. The catalyst class is: 19. (7) Product: [Cl:11][C:9]1[S:10][C:5]2[S:4](=[O:13])(=[O:12])[N:3]=[C:2]([NH:14][C:15]3([CH2:20][OH:21])[CH2:19][CH2:18][CH2:17][CH2:16]3)[NH:7][C:6]=2[CH:8]=1. The catalyst class is: 8. Reactant: Cl[C:2]1[NH:7][C:6]2[CH:8]=[C:9]([Cl:11])[S:10][C:5]=2[S:4](=[O:13])(=[O:12])[N:3]=1.[NH2:14][C:15]1([CH2:20][OH:21])[CH2:19][CH2:18][CH2:17][CH2:16]1.